From a dataset of Catalyst prediction with 721,799 reactions and 888 catalyst types from USPTO. Predict which catalyst facilitates the given reaction. (1) Reactant: [CH:1]1[C:10]2[C:5](=[CH:6][CH:7]=[CH:8][CH:9]=2)[CH:4]=[CH:3][C:2]=1[N:11]=[C:12]=[S:13].[NH2:14][CH:15]([C:21]#[N:22])[C:16]([O:18][CH2:19][CH3:20])=[O:17]. Product: [NH2:22][C:21]1[S:13][C:12]([NH:11][C:2]2[CH:3]=[CH:4][C:5]3[C:10](=[CH:9][CH:8]=[CH:7][CH:6]=3)[CH:1]=2)=[N:14][C:15]=1[C:16]([O:18][CH2:19][CH3:20])=[O:17]. The catalyst class is: 14. (2) Reactant: [CH2:1]([C:4]1[C:10]2[CH:11]=[CH:12][C:13]([O:15]C)=[CH:14][C:9]=2[CH2:8][CH2:7][CH2:6][C:5]=1[C:17]1[CH:22]=[CH:21][C:20]([O:23]C)=[CH:19][CH:18]=1)[CH:2]=[CH2:3].CC(C[AlH]CC(C)C)C. Product: [OH:23][C:20]1[CH:19]=[CH:18][C:17]([C:5]2[CH2:6][CH2:7][CH2:8][C:9]3[CH:14]=[C:13]([OH:15])[CH:12]=[CH:11][C:10]=3[C:4]=2[CH2:1][CH2:2][CH3:3])=[CH:22][CH:21]=1. The catalyst class is: 11. (3) Reactant: C(N(CC)CC)C.[C:8](Cl)(=[O:16])[CH2:9][CH2:10][CH2:11][CH2:12][CH2:13][CH2:14][CH3:15].[SH:18][CH2:19][CH2:20][CH2:21][SiH2:22][CH:23]([O:26][CH3:27])[O:24][CH3:25]. Product: [C:8]([S:18][CH2:19][CH2:20][CH2:21][SiH2:22][CH:23]([O:26][CH3:27])[O:24][CH3:25])(=[O:16])[CH2:9][CH2:10][CH2:11][CH2:12][CH2:13][CH2:14][CH3:15]. The catalyst class is: 11.